This data is from Full USPTO retrosynthesis dataset with 1.9M reactions from patents (1976-2016). The task is: Predict the reactants needed to synthesize the given product. (1) Given the product [CH2:12]([O:14][C:15]([C:16]1[S:17][C:2]2[CH:9]=[CH:8][C:7]([O:10][CH3:11])=[CH:6][C:3]=2[CH:4]=1)=[O:18])[CH3:13], predict the reactants needed to synthesize it. The reactants are: F[C:2]1[CH:9]=[CH:8][C:7]([O:10][CH3:11])=[CH:6][C:3]=1[CH:4]=O.[CH2:12]([O:14][C:15](=[O:18])[CH2:16][SH:17])[CH3:13].C([O-])([O-])=O.[K+].[K+]. (2) Given the product [Cl:4][C:5]1[CH:6]=[C:7]2[C:11](=[C:12]([CH:14]([OH:15])[CH3:1])[CH:13]=1)[N:10]([CH2:16][O:17][CH2:18][CH2:19][Si:20]([CH3:22])([CH3:21])[CH3:23])[CH:9]=[C:8]2[C:24]#[N:25], predict the reactants needed to synthesize it. The reactants are: [CH3:1][Mg]Br.[Cl:4][C:5]1[CH:6]=[C:7]2[C:11](=[C:12]([CH:14]=[O:15])[CH:13]=1)[N:10]([CH2:16][O:17][CH2:18][CH2:19][Si:20]([CH3:23])([CH3:22])[CH3:21])[CH:9]=[C:8]2[C:24]#[N:25].